Dataset: Retrosynthesis with 50K atom-mapped reactions and 10 reaction types from USPTO. Task: Predict the reactants needed to synthesize the given product. (1) Given the product CC(C)N(C)c1nc2cc(C(=O)O)ccc2nc1-c1ccncc1, predict the reactants needed to synthesize it. The reactants are: COC(=O)c1ccc2nc(-c3ccncc3)c(N(C)C(C)C)nc2c1. (2) Given the product COC(=O)c1ccc(S(=O)(=O)N[C@@H](CCCCOCc2ccccc2)C(=O)OC)cc1, predict the reactants needed to synthesize it. The reactants are: COC(=O)[C@@H](N)CCCCOCc1ccccc1.COC(=O)c1ccc(S(=O)(=O)Cl)cc1. (3) The reactants are: CC(C)c1nc(-c2ccc(F)cc2)c(-c2ccc(F)cc2)n1/C=C/[C@@H](O)CC(=O)CC(=O)OC(C)(C)C. Given the product CC(C)c1nc(-c2ccc(F)cc2)c(-c2ccc(F)cc2)n1/C=C/[C@@H](O)C[C@@H](O)CC(=O)OC(C)(C)C, predict the reactants needed to synthesize it.